Dataset: Peptide-MHC class I binding affinity with 185,985 pairs from IEDB/IMGT. Task: Regression. Given a peptide amino acid sequence and an MHC pseudo amino acid sequence, predict their binding affinity value. This is MHC class I binding data. The peptide sequence is LFLDGIDKA. The MHC is HLA-B53:01 with pseudo-sequence HLA-B53:01. The binding affinity (normalized) is 0.